Dataset: NCI-60 drug combinations with 297,098 pairs across 59 cell lines. Task: Regression. Given two drug SMILES strings and cell line genomic features, predict the synergy score measuring deviation from expected non-interaction effect. (1) Synergy scores: CSS=12.5, Synergy_ZIP=-2.49, Synergy_Bliss=1.74, Synergy_Loewe=-13.7, Synergy_HSA=-0.897. Drug 2: C1CN1C2=NC(=NC(=N2)N3CC3)N4CC4. Drug 1: COC1=NC(=NC2=C1N=CN2C3C(C(C(O3)CO)O)O)N. Cell line: UACC-257. (2) Drug 1: C1C(C(OC1N2C=C(C(=O)NC2=O)F)CO)O. Drug 2: CC1=C(C=C(C=C1)C(=O)NC2=CC(=CC(=C2)C(F)(F)F)N3C=C(N=C3)C)NC4=NC=CC(=N4)C5=CN=CC=C5. Cell line: CCRF-CEM. Synergy scores: CSS=43.2, Synergy_ZIP=1.60, Synergy_Bliss=1.68, Synergy_Loewe=-12.9, Synergy_HSA=2.44. (3) Drug 1: CCCS(=O)(=O)NC1=C(C(=C(C=C1)F)C(=O)C2=CNC3=C2C=C(C=N3)C4=CC=C(C=C4)Cl)F. Drug 2: COC1=CC(=CC(=C1O)OC)C2C3C(COC3=O)C(C4=CC5=C(C=C24)OCO5)OC6C(C(C7C(O6)COC(O7)C8=CC=CS8)O)O. Cell line: SR. Synergy scores: CSS=23.4, Synergy_ZIP=-11.3, Synergy_Bliss=-23.2, Synergy_Loewe=-32.5, Synergy_HSA=-21.6. (4) Drug 1: C1=CC(=C2C(=C1NCCNCCO)C(=O)C3=C(C=CC(=C3C2=O)O)O)NCCNCCO. Drug 2: C1=NC(=NC(=O)N1C2C(C(C(O2)CO)O)O)N. Cell line: K-562. Synergy scores: CSS=60.5, Synergy_ZIP=0.000822, Synergy_Bliss=-0.421, Synergy_Loewe=3.10, Synergy_HSA=7.23. (5) Drug 1: CCCS(=O)(=O)NC1=C(C(=C(C=C1)F)C(=O)C2=CNC3=C2C=C(C=N3)C4=CC=C(C=C4)Cl)F. Drug 2: B(C(CC(C)C)NC(=O)C(CC1=CC=CC=C1)NC(=O)C2=NC=CN=C2)(O)O. Cell line: COLO 205. Synergy scores: CSS=19.7, Synergy_ZIP=-2.75, Synergy_Bliss=-3.43, Synergy_Loewe=-3.50, Synergy_HSA=-3.95. (6) Drug 1: C1CC(=O)NC(=O)C1N2CC3=C(C2=O)C=CC=C3N. Drug 2: CC1=C2C(C(=O)C3(C(CC4C(C3C(C(C2(C)C)(CC1OC(=O)C(C(C5=CC=CC=C5)NC(=O)C6=CC=CC=C6)O)O)OC(=O)C7=CC=CC=C7)(CO4)OC(=O)C)O)C)OC(=O)C. Cell line: UACC62. Synergy scores: CSS=24.2, Synergy_ZIP=-13.0, Synergy_Bliss=-11.7, Synergy_Loewe=-52.8, Synergy_HSA=-10.2. (7) Drug 1: CN(CCCl)CCCl.Cl. Drug 2: CC1=C(C(=O)C2=C(C1=O)N3CC4C(C3(C2COC(=O)N)OC)N4)N. Cell line: SK-OV-3. Synergy scores: CSS=17.9, Synergy_ZIP=-7.64, Synergy_Bliss=-3.04, Synergy_Loewe=-23.0, Synergy_HSA=-3.02. (8) Drug 1: CS(=O)(=O)C1=CC(=C(C=C1)C(=O)NC2=CC(=C(C=C2)Cl)C3=CC=CC=N3)Cl. Drug 2: CN1C(=O)N2C=NC(=C2N=N1)C(=O)N. Cell line: IGROV1. Synergy scores: CSS=0.684, Synergy_ZIP=0.313, Synergy_Bliss=0.0562, Synergy_Loewe=-2.54, Synergy_HSA=-1.53. (9) Drug 1: CC1OCC2C(O1)C(C(C(O2)OC3C4COC(=O)C4C(C5=CC6=C(C=C35)OCO6)C7=CC(=C(C(=C7)OC)O)OC)O)O. Drug 2: CCC1=C2CN3C(=CC4=C(C3=O)COC(=O)C4(CC)O)C2=NC5=C1C=C(C=C5)O. Cell line: OVCAR-8. Synergy scores: CSS=33.7, Synergy_ZIP=-8.02, Synergy_Bliss=-4.09, Synergy_Loewe=-3.80, Synergy_HSA=0.387. (10) Drug 1: CN1CCC(CC1)COC2=C(C=C3C(=C2)N=CN=C3NC4=C(C=C(C=C4)Br)F)OC. Drug 2: CC(C1=C(C=CC(=C1Cl)F)Cl)OC2=C(N=CC(=C2)C3=CN(N=C3)C4CCNCC4)N. Cell line: IGROV1. Synergy scores: CSS=44.0, Synergy_ZIP=-1.84, Synergy_Bliss=1.38, Synergy_Loewe=-6.11, Synergy_HSA=1.49.